This data is from Forward reaction prediction with 1.9M reactions from USPTO patents (1976-2016). The task is: Predict the product of the given reaction. (1) Given the reactants C(=O)([O-])[O-].[Cs+].[Cs+].[NH:7]1[CH2:12][CH2:11][O:10][CH2:9][CH2:8]1.C1(P(C2CCCCC2)C2C=CC=CC=2C2C(C(C)C)=CC(C(C)C)=CC=2C(C)C)CCCCC1.Br[C:48]1[CH:60]=[CH:59][C:51]([C:52]([O:54][C:55]([CH3:58])([CH3:57])[CH3:56])=[O:53])=[C:50]([NH:61][C:62]([C:64]2[CH:65]=[N:66][CH:67]=[C:68]([C:70]3[CH:75]=[CH:74][CH:73]=[CH:72][CH:71]=3)[CH:69]=2)=[O:63])[CH:49]=1.C(O)(=O)CC(CC(O)=O)(C(O)=O)O, predict the reaction product. The product is: [O:10]1[CH2:11][CH2:12][N:7]([C:48]2[CH:60]=[CH:59][C:51]([C:52]([O:54][C:55]([CH3:57])([CH3:56])[CH3:58])=[O:53])=[C:50]([NH:61][C:62]([C:64]3[CH:65]=[N:66][CH:67]=[C:68]([C:70]4[CH:75]=[CH:74][CH:73]=[CH:72][CH:71]=4)[CH:69]=3)=[O:63])[CH:49]=2)[CH2:8][CH2:9]1. (2) Given the reactants [Br:1][C:2]1[CH:3]=[C:4]([NH2:9])[C:5]([NH2:8])=[CH:6][CH:7]=1.[O:10]1[C:14]2([CH2:19][CH2:18][CH2:17][CH2:16][CH2:15]2)[CH2:13][C:12]([C:20](O)=O)=[N:11]1, predict the reaction product. The product is: [Br:1][C:2]1[CH:7]=[CH:6][C:5]2[NH:8][C:20]([C:12]3[CH2:13][C:14]4([CH2:15][CH2:16][CH2:17][CH2:18][CH2:19]4)[O:10][N:11]=3)=[N:9][C:4]=2[CH:3]=1. (3) Given the reactants F[B-](F)(F)F.C([O+](CC)CC)C.[Cl:13][C:14]1[C:19]([F:20])=[C:18]([Cl:21])[CH:17]=[CH:16][C:15]=1[C:22]([N:24]1[CH2:29][CH2:28][NH:27][C:26](=O)[CH2:25]1)=[O:23].[S:31]1[CH:35]=[CH:34][N:33]=[C:32]1[C:36]([NH:38][NH2:39])=O, predict the reaction product. The product is: [Cl:13][C:14]1[C:19]([F:20])=[C:18]([Cl:21])[CH:17]=[CH:16][C:15]=1[C:22]([N:24]1[CH2:29][CH2:28][N:27]2[C:36]([C:32]3[S:31][CH:35]=[CH:34][N:33]=3)=[N:38][N:39]=[C:26]2[CH2:25]1)=[O:23]. (4) Given the reactants C([O:8][C:9]1[C:14]([C:15]([C:17]2[CH:18]=[C:19]([C:23]3[CH:28]=[CH:27][CH:26]=[CH:25][C:24]=3[O:29][CH3:30])[CH:20]=[CH:21][CH:22]=2)=[CH2:16])=[CH:13][CH:12]=[CH:11][C:10]=1[C:31]1[CH:36]=[CH:35][CH:34]=[CH:33][CH:32]=1)C1C=CC=CC=1, predict the reaction product. The product is: [CH3:30][O:29][C:24]1[CH:25]=[CH:26][CH:27]=[CH:28][C:23]=1[C:19]1[CH:20]=[CH:21][CH:22]=[C:17]([CH:15]([C:14]2[CH:13]=[CH:12][CH:11]=[C:10]([C:31]3[CH:36]=[CH:35][CH:34]=[CH:33][CH:32]=3)[C:9]=2[OH:8])[CH3:16])[CH:18]=1. (5) Given the reactants N1C=CC=CC=1.S(=O)(=O)=O.[N:11]1[CH:16]=[CH:15][CH:14]=[CH:13][C:12]=1[C:17]1[CH:21]=[C:20]([CH2:22][OH:23])[O:19][N:18]=1.C(N(CC)CC)C, predict the reaction product. The product is: [N:11]1[CH:16]=[CH:15][CH:14]=[CH:13][C:12]=1[C:17]1[CH:21]=[C:20]([CH:22]=[O:23])[O:19][N:18]=1. (6) The product is: [Cl:22][C:23]1[CH:24]=[C:25]([CH2:29][C:30]([N:2]2[C:10]3[C:5](=[CH:6][C:7]([C:11]4[C:19]5[C:18]([NH2:20])=[N:17][CH:16]=[N:15][C:14]=5[N:13]([CH3:21])[CH:12]=4)=[CH:8][CH:9]=3)[CH2:4][CH2:3]2)=[O:31])[CH:26]=[CH:27][CH:28]=1. Given the reactants Cl.[NH:2]1[C:10]2[C:5](=[CH:6][C:7]([C:11]3[C:19]4[C:18]([NH2:20])=[N:17][CH:16]=[N:15][C:14]=4[N:13]([CH3:21])[CH:12]=3)=[CH:8][CH:9]=2)[CH2:4][CH2:3]1.[Cl:22][C:23]1[CH:24]=[C:25]([CH2:29][C:30](O)=[O:31])[CH:26]=[CH:27][CH:28]=1.CN(C(ON1N=NC2C=CC=NC1=2)=[N+](C)C)C.F[P-](F)(F)(F)(F)F.CCN(C(C)C)C(C)C, predict the reaction product.